This data is from Full USPTO retrosynthesis dataset with 1.9M reactions from patents (1976-2016). The task is: Predict the reactants needed to synthesize the given product. (1) Given the product [CH3:1][S:2]([N:5]1[CH2:6][CH:7]=[C:8]([C:11]2[CH:12]=[C:13]3[CH2:19][C@@:18]([CH3:26])([CH:20]4[CH2:25][CH2:24][N:23]([C:28]5[CH:33]=[N:32][C:31]([C:34]([F:37])([F:36])[F:35])=[CH:30][N:29]=5)[CH2:22][CH2:21]4)[O:17][C:14]3=[CH:15][N:16]=2)[CH2:9][CH2:10]1)(=[O:3])=[O:4], predict the reactants needed to synthesize it. The reactants are: [CH3:1][S:2]([N:5]1[CH2:10][CH:9]=[C:8]([C:11]2[CH:12]=[C:13]3[CH2:19][C@@:18]([CH3:26])([CH:20]4[CH2:25][CH2:24][NH:23][CH2:22][CH2:21]4)[O:17][C:14]3=[CH:15][N:16]=2)[CH2:7][CH2:6]1)(=[O:4])=[O:3].Cl[C:28]1[CH:33]=[N:32][C:31]([C:34]([F:37])([F:36])[F:35])=[CH:30][N:29]=1.C(=O)([O-])[O-].[K+].[K+]. (2) Given the product [NH2:8][C:6]1[CH:5]=[CH:4][C:3]([CH2:11][N:12]2[CH2:17][CH2:16][N:15]([C:18]([O:20][C:21]([CH3:23])([CH3:22])[CH3:24])=[O:19])[C@@H:14]([CH3:25])[CH2:13]2)=[C:2]([F:1])[CH:7]=1, predict the reactants needed to synthesize it. The reactants are: [F:1][C:2]1[CH:7]=[C:6]([N+:8]([O-])=O)[CH:5]=[CH:4][C:3]=1[CH2:11][N:12]1[CH2:17][CH2:16][N:15]([C:18]([O:20][C:21]([CH3:24])([CH3:23])[CH3:22])=[O:19])[C@@H:14]([CH3:25])[CH2:13]1.C(N(CC)CC)C. (3) Given the product [OH:31][C:21]1([C:19]#[C:20][C:9]2[CH:18]=[CH:17][CH:16]=[CH:15][C:10]=2[C:11]([O:13][CH3:14])=[O:12])[CH2:26][CH:25]2[CH2:27][CH:22]1[CH:23]([CH3:30])[C:24]2([CH3:29])[CH3:28], predict the reactants needed to synthesize it. The reactants are: C1(C)C=CC=CC=1.I[C:9]1[CH:18]=[CH:17][CH:16]=[CH:15][C:10]=1[C:11]([O:13][CH3:14])=[O:12].[C:19]([C:21]1([OH:31])[CH2:26][CH:25]2[CH2:27][CH:22]1[CH:23]([CH3:30])[C:24]2([CH3:29])[CH3:28])#[CH:20].C(NC(C)C)(C)C.